From a dataset of Full USPTO retrosynthesis dataset with 1.9M reactions from patents (1976-2016). Predict the reactants needed to synthesize the given product. (1) Given the product [ClH:17].[N:1]1[NH:2][CH:3]=[C:4]2[CH2:8][NH:7][CH2:6][C:5]=12, predict the reactants needed to synthesize it. The reactants are: [N:1]1[NH:2][CH:3]=[C:4]2[CH2:8][N:7](C(OC(C)(C)C)=O)[CH2:6][C:5]=12.C(Cl)[Cl:17]. (2) Given the product [Cs+:12].[OH:6][C@@H:5]1[CH2:4][CH2:3][CH2:2][C@H:1]([C:7]([O-:10])=[O:8])[CH2:9]1, predict the reactants needed to synthesize it. The reactants are: [CH:1]12[CH2:9][CH:5]([O:6][C:7]1=[O:8])[CH2:4][CH2:3][CH2:2]2.[OH2:10].[OH-].[Cs+:12]. (3) Given the product [C:11]([O:15][C:16](=[O:19])[CH2:17][N:6]1[CH:7]=[CH:8][C:4]([N+:1]([O-:3])=[O:2])=[N:5]1)([CH3:14])([CH3:13])[CH3:12], predict the reactants needed to synthesize it. The reactants are: [N+:1]([C:4]1[CH:8]=[CH:7][NH:6][N:5]=1)([O-:3])=[O:2].[H-].[Na+].[C:11]([O:15][C:16](=[O:19])[CH2:17]Br)([CH3:14])([CH3:13])[CH3:12]. (4) Given the product [OH:2][C:3]1[CH:4]=[C:5]2[C:9](=[CH:10][CH:11]=1)[NH:8][CH:7]=[C:6]2/[CH:12]=[CH:13]/[C:14]([C:16]1[CH:17]=[CH:18][N:19]=[CH:20][CH:21]=1)=[O:15], predict the reactants needed to synthesize it. The reactants are: C[O:2][C:3]1[CH:4]=[C:5]2[C:9](=[CH:10][CH:11]=1)[NH:8][CH:7]=[C:6]2/[CH:12]=[CH:13]/[C:14]([C:16]1[CH:21]=[CH:20][N:19]=[CH:18][CH:17]=1)=[O:15].B(Br)(Br)Br.[OH-].[Na+].Cl.